From a dataset of Catalyst prediction with 721,799 reactions and 888 catalyst types from USPTO. Predict which catalyst facilitates the given reaction. (1) Reactant: Cl[CH:2]([C:9]1[CH:14]=[CH:13][CH:12]=[CH:11][CH:10]=1)[C:3]1[CH:8]=[CH:7][CH:6]=[CH:5][CH:4]=1.CN[CH2:17][CH:18]1[CH2:22][CH2:21][NH:20][CH2:19]1.[C:23]([O:27][C:28](=[O:30])[NH2:29])([CH3:26])([CH3:25])[CH3:24].[C:31]([O-])([O-])=O.[K+].[K+]. Product: [C:23]([O:27][C:28](=[O:30])[N:29]([CH2:17][CH:18]1[CH2:22][CH2:21][N:20]([CH:2]([C:9]2[CH:14]=[CH:13][CH:12]=[CH:11][CH:10]=2)[C:3]2[CH:8]=[CH:7][CH:6]=[CH:5][CH:4]=2)[CH2:19]1)[CH3:31])([CH3:26])([CH3:25])[CH3:24]. The catalyst class is: 131. (2) Reactant: [F:1][C:2]1[CH:3]=[C:4]([NH:17][CH2:18][CH2:19][N:20]([CH3:22])[CH3:21])[CH:5]=[C:6](B2OC(C)(C)C(C)(C)O2)[CH:7]=1.C([O-])([O-])=[O:24].[K+].[K+].Br[C:30]1[CH:35]=[CH:34][N:33]=[C:32]([NH2:36])[C:31]=1[N+:37]([O-])=O.[OH2:40]. Product: [NH2:37][C:31]1[C:32]([N+:36]([O-:24])=[O:40])=[N:33][CH:34]=[CH:35][C:30]=1[C:6]1[CH:5]=[C:4]([NH:17][CH2:18][CH2:19][N:20]([CH3:21])[CH3:22])[CH:3]=[C:2]([F:1])[CH:7]=1. The catalyst class is: 140. (3) Reactant: [H-].[Na+].[CH3:3][O:4][C:5]([C:7]1[S:8][C:9]([C:23]2[CH:28]=[CH:27][CH:26]=[CH:25][CH:24]=2)=[CH:10][C:11]=1[NH:12][C:13](=[O:22])[C:14]1[CH:19]=[CH:18][C:17]([Cl:20])=[CH:16][C:15]=1[Cl:21])=[O:6].N#N.Cl[C:32]1[CH:40]=[C:39](Cl)[CH:38]=[CH:37][C:33]=1C(Cl)=O. Product: [CH3:3][O:4][C:5]([C:7]1[S:8][C:9]([C:23]2[CH:28]=[CH:27][CH:26]=[CH:25][CH:24]=2)=[CH:10][C:11]=1[N:12]([C:13](=[O:22])[C:14]1[CH:19]=[CH:18][C:17]([Cl:20])=[CH:16][C:15]=1[Cl:21])[C:32]1[CH:40]=[CH:39][CH:38]=[CH:37][CH:33]=1)=[O:6]. The catalyst class is: 9. (4) Reactant: [CH3:1][O:2][C:3](=[O:17])[C:4]1[CH:9]=[CH:8][C:7]([O:10][CH:11]2[CH2:15][CH:14](O)[CH:13]=[CH:12]2)=[CH:6][CH:5]=1.S([Cl:28])(C1C=CC(C)=CC=1)(=O)=O.C(N(CC)CC)C. Product: [CH3:1][O:2][C:3](=[O:17])[C:4]1[CH:9]=[CH:8][C:7]([O:10][C@H:11]2[CH2:15][C@@H:14]([Cl:28])[CH:13]=[CH:12]2)=[CH:6][CH:5]=1. The catalyst class is: 79. (5) Reactant: CC(C)([O-])C.[K+].[C:7]([Si:11]([CH3:36])([CH3:35])[O:12][C@@H:13]1[C@H:17]([CH2:18][O:19][Si:20]([C:23]([CH3:26])([CH3:25])[CH3:24])([CH3:22])[CH3:21])[CH2:16][C@@H:15]([O:27][C:28]2[CH:33]=[CH:32][N:31]=[C:30](Cl)[CH:29]=2)[CH2:14]1)([CH3:10])([CH3:9])[CH3:8].[Cl:37][C:38]1[CH:39]=[C:40]2[C:44](=[CH:45][CH:46]=1)[C@@H:43]([NH2:47])[CH2:42][C:41]2([CH3:49])[CH3:48].CCOC(C)=O. Product: [Si:20]([O:19][C@@H:18]1[C@H:17]([CH2:13][O:12][Si:11]([C:7]([CH3:10])([CH3:8])[CH3:9])([CH3:36])[CH3:35])[CH2:16][C@@H:15]([O:27][C:28]2[CH:33]=[CH:32][N:31]=[C:30]([NH:47][C@@H:43]3[C:44]4[C:40](=[CH:39][C:38]([Cl:37])=[CH:46][CH:45]=4)[C:41]([CH3:49])([CH3:48])[CH2:42]3)[CH:29]=2)[CH2:14]1)([C:23]([CH3:24])([CH3:25])[CH3:26])([CH3:21])[CH3:22]. The catalyst class is: 57. (6) Reactant: [OH-].[Na+].[C:3](OC([O-])=O)([O:5][C:6]([CH3:9])([CH3:8])[CH3:7])=[O:4].O1CCCC1.[CH2:19]([NH:22][CH2:23][C@H:24]([NH:26][S:27]([C:30]1[CH:35]=[CH:34][CH:33]=[CH:32][C:31]=1[N+:36]([O-:38])=[O:37])(=[O:29])=[O:28])[CH3:25])[CH:20]=[CH2:21]. Product: [CH2:19]([N:22]([C:3]([O:5][C:6]([CH3:9])([CH3:8])[CH3:7])=[O:4])[CH2:23][C@H:24]([NH:26][S:27]([C:30]1[CH:35]=[CH:34][CH:33]=[CH:32][C:31]=1[N+:36]([O-:38])=[O:37])(=[O:29])=[O:28])[CH3:25])[CH:20]=[CH2:21]. The catalyst class is: 6. (7) The catalyst class is: 8. Reactant: [Cl:1][C:2]1[CH:7]=[CH:6][C:5]([S:8]([N:11]([CH2:20][C:21]2[CH:26]=[C:25]([F:27])[C:24]([C:28]#[N:29])=[CH:23][C:22]=2[F:30])[C@@H:12]2[CH2:17][CH2:16][CH2:15][CH2:14][C@H:13]2[CH2:18][OH:19])(=[O:10])=[O:9])=[CH:4][CH:3]=1.Cl.N[OH:33].C([N:36]([CH2:39]C)CC)C. Product: [Cl:1][C:2]1[CH:3]=[CH:4][C:5]([S:8]([N:11]([CH2:20][C:21]2[CH:26]=[C:25]([F:27])[C:24]([C:28]3[N:36]=[CH:39][O:33][N:29]=3)=[CH:23][C:22]=2[F:30])[C@@H:12]2[CH2:17][CH2:16][CH2:15][CH2:14][C@H:13]2[CH2:18][OH:19])(=[O:10])=[O:9])=[CH:6][CH:7]=1.